From a dataset of Forward reaction prediction with 1.9M reactions from USPTO patents (1976-2016). Predict the product of the given reaction. Given the reactants [CH2:1]([O:4][CH2:5][C:6](Cl)=[O:7])[C:2]#[CH:3].[CH3:9][NH:10][CH3:11], predict the reaction product. The product is: [CH3:9][N:10]([CH3:11])[C:6](=[O:7])[CH2:5][O:4][CH2:1][C:2]#[CH:3].